Task: Predict which catalyst facilitates the given reaction.. Dataset: Catalyst prediction with 721,799 reactions and 888 catalyst types from USPTO (1) Product: [CH3:1][O:2][C:3]1[CH:4]=[CH:5][C:6]([NH:11][C:12]2[C:13]3[N:14]([CH:39]=[CH:40][N:41]=3)[N:15]=[C:16]([N:18]3[CH2:22][CH2:21][CH:20]([C:23]([NH:25][C:26]4[CH:38]=[CH:37][C:29]([C:30]([OH:32])=[O:31])=[CH:28][CH:27]=4)=[O:24])[CH2:19]3)[CH:17]=2)=[N:7][C:8]=1[O:9][CH3:10]. Reactant: [CH3:1][O:2][C:3]1[CH:4]=[CH:5][C:6]([NH:11][C:12]2[C:13]3[N:14]([CH:39]=[CH:40][N:41]=3)[N:15]=[C:16]([N:18]3[CH2:22][CH2:21][CH:20]([C:23]([NH:25][C:26]4[CH:38]=[CH:37][C:29]([C:30]([O:32]C(C)(C)C)=[O:31])=[CH:28][CH:27]=4)=[O:24])[CH2:19]3)[CH:17]=2)=[N:7][C:8]=1[O:9][CH3:10].C(O)(C(F)(F)F)=O. The catalyst class is: 4. (2) Reactant: C1(P(C2C=CC=CC=2)C2C=CC=CC=2)C=CC=CC=1.[Cl:20][C:21]1[CH:40]=[CH:39][C:24]([NH:25][C:26]2[C:35]3[C:30](=[CH:31][C:32]([OH:38])=[C:33]([O:36][CH3:37])[CH:34]=3)[N:29]=[CH:28][N:27]=2)=[C:23]([F:41])[CH:22]=1.[C:42]([O:46][C:47]([NH:49][CH2:50][CH2:51][CH2:52]O)=[O:48])([CH3:45])([CH3:44])[CH3:43].N(C(OCC)=O)=NC(OCC)=O. Product: [C:42]([O:46][C:47]([NH:49][CH2:50][CH2:51][CH2:52][O:38][C:32]1[CH:31]=[C:30]2[C:35]([C:26]([NH:25][C:24]3[CH:39]=[CH:40][C:21]([Cl:20])=[CH:22][C:23]=3[F:41])=[N:27][CH:28]=[N:29]2)=[CH:34][C:33]=1[O:36][CH3:37])=[O:48])([CH3:45])([CH3:44])[CH3:43]. The catalyst class is: 2. (3) Reactant: [CH3:1][O:2][C:3](=[O:13])[CH2:4][NH:5][C:6]1[CH:7]=[N:8][CH:9]=[CH:10][C:11]=1I.[F:14][C:15]1[CH:20]=[CH:19][C:18](B(O)O)=[C:17]([O:24][CH3:25])[CH:16]=1. The catalyst class is: 243. Product: [CH3:1][O:2][C:3](=[O:13])[CH2:4][NH:5][C:6]1[CH:7]=[N:8][CH:9]=[CH:10][C:11]=1[C:18]1[CH:19]=[CH:20][C:15]([F:14])=[CH:16][C:17]=1[O:24][CH3:25]. (4) Reactant: [NH2:1][C:2]1[CH:7]=[CH:6][C:5]([CH:8]2[C:17]([CH3:19])([CH3:18])[CH2:16][C:15]3[C:10](=[CH:11][CH:12]=[C:13]([C:20]([OH:22])=[O:21])[CH:14]=3)[NH:9]2)=[CH:4][CH:3]=1.[C:23]1([S:29](Cl)(=[O:31])=[O:30])[CH:28]=[CH:27][CH:26]=[CH:25][CH:24]=1. Product: [CH3:19][C:17]1([CH3:18])[CH2:16][C:15]2[C:10](=[CH:11][CH:12]=[C:13]([C:20]([OH:22])=[O:21])[CH:14]=2)[NH:9][CH:8]1[C:5]1[CH:4]=[CH:3][C:2]([NH:1][S:29]([C:23]2[CH:28]=[CH:27][CH:26]=[CH:25][CH:24]=2)(=[O:31])=[O:30])=[CH:7][CH:6]=1. The catalyst class is: 17. (5) Reactant: [Li]CCCC.[CH3:6][S:7]([CH3:10])(=[O:9])=[O:8].[O:11]([C:18]1[CH:25]=[CH:24][C:21](C=O)=[C:20]([B:26]2[O:30][C:29](C)(C)C(C)(C)[O:27]2)[CH:19]=1)[C:12]1[CH:17]=[CH:16][CH:15]=[CH:14][CH:13]=1.Cl. Product: [CH3:6][S:7]([CH2:10][CH:29]1[O:30][B:26]([OH:27])[C:20]2[CH:19]=[C:18]([O:11][C:12]3[CH:13]=[CH:14][CH:15]=[CH:16][CH:17]=3)[CH:25]=[CH:24][C:21]1=2)(=[O:9])=[O:8]. The catalyst class is: 20. (6) Reactant: CC1C=CC(S(O[CH2:12][C@@H:13]2[CH2:17][CH2:16][CH2:15][N:14]2[S:18]([C:21]2[CH:29]=[CH:28][C:27]3[N:26]4[CH2:30][C:31]([CH3:35])([CH3:34])[CH2:32][N:33]=[C:25]4[C:24]4([O:40]CCCO4)[C:23]=3[CH:22]=2)(=[O:20])=[O:19])(=O)=O)=CC=1.[CH:41]1([NH2:47])[CH2:46][CH2:45][CH2:44][CH2:43][CH2:42]1. Product: [CH:41]1([NH:47][CH2:12][C@@H:13]2[CH2:17][CH2:16][CH2:15][N:14]2[S:18]([C:21]2[CH:29]=[CH:28][C:27]3[N:26]4[CH2:30][C:31]([CH3:34])([CH3:35])[CH2:32][N:33]=[C:25]4[C:24](=[O:40])[C:23]=3[CH:22]=2)(=[O:19])=[O:20])[CH2:46][CH2:45][CH2:44][CH2:43][CH2:42]1. The catalyst class is: 1. (7) Reactant: Br.[NH2:2][C:3]([NH:5][C:6]([C:8]1[N:9]([CH3:26])[C:10]2[C:15]([CH:16]=1)=[C:14]([C:17]([F:20])([F:19])[F:18])[CH:13]=[C:12]([CH2:21][P:22](=[O:25])([OH:24])[OH:23])[CH:11]=2)=[O:7])=[NH:4].[OH-].[Na+].Cl. Product: [NH2:4][C:3]([NH:5][C:6]([C:8]1[N:9]([CH3:26])[C:10]2[C:15]([CH:16]=1)=[C:14]([C:17]([F:18])([F:19])[F:20])[CH:13]=[C:12]([CH2:21][P:22](=[O:23])([OH:25])[OH:24])[CH:11]=2)=[O:7])=[NH:2]. The catalyst class is: 6. (8) Reactant: [NH2:1][C:2]1[C:7]([N+:8]([O-])=O)=[CH:6][CH:5]=[C:4]([NH2:11])[N:3]=1.O.[C:13]1([C:19]([CH:21]=O)=O)[CH:18]=[CH:17][CH:16]=[CH:15][CH:14]=1. Product: [C:13]1([C:19]2[N:1]=[C:2]3[N:3]=[C:4]([NH2:11])[CH:5]=[CH:6][C:7]3=[N:8][CH:21]=2)[CH:18]=[CH:17][CH:16]=[CH:15][CH:14]=1. The catalyst class is: 171.